This data is from Reaction yield outcomes from USPTO patents with 853,638 reactions. The task is: Predict the reaction yield, written as a fraction of the theoretical maximum amount of product (1.0 means a 100% yield; for example, 0.34 means a 34% yield). (1) The reactants are CC1C=C(C)N=[C:4]([N:9]2[CH2:16][CH:15]3[CH:11]([CH2:12][N:13]([C:17]([C:19]4[CH:24]=[CH:23][C:22]([O:25][CH3:26])=[CH:21][C:20]=4[N:27]4[N:31]=[CH:30][CH:29]=[N:28]4)=[O:18])[CH2:14]3)[CH2:10]2)N=1.B(Br)(Br)Br. The catalyst is C(Cl)Cl.OS([O-])(=O)=O.[K+]. The product is [CH2:4]([N:9]1[CH2:10][CH:11]2[CH2:12][N:13]([C:17]([C:19]3[CH:24]=[CH:23][C:22]([O:25][CH3:26])=[CH:21][C:20]=3[N:27]3[N:28]=[CH:29][CH:30]=[N:31]3)=[O:18])[CH2:14][CH:15]2[CH2:16]1)[C:19]1[CH:24]=[CH:23][CH:22]=[CH:21][CH:20]=1. The yield is 0.890. (2) The reactants are [CH3:1][C@@:2]([OH:30])([C:26]([CH3:29])([CH3:28])[CH3:27])[C@@H:3]1[C@@:8]2([O:24][CH3:25])[C@@H:9]3[O:23][C:18]4=[C:19]([OH:22])[CH:20]=[CH:21][C:16]5=[C:17]4[C@:10]43[CH2:11][CH2:12][NH:13][C@H:14]([CH2:15]5)[C@@:5]4([CH2:6][CH2:7]2)[CH2:4]1.C([O-])(O)=O.[Na+].[CH:36]1([CH2:39]Br)[CH2:38][CH2:37]1. The catalyst is CN1CCCC1.O. The product is [CH3:1][C@@:2]([OH:30])([C:26]([CH3:29])([CH3:28])[CH3:27])[C@@H:3]1[C@:8]2([O:24][CH3:25])[C@@H:9]3[O:23][C:18]4=[C:19]([OH:22])[CH:20]=[CH:21][C:16]5=[C:17]4[C@:10]43[CH2:11][CH2:12][N:13]([CH2:39][CH:36]3[CH2:38][CH2:37]3)[C@H:14]([CH2:15]5)[C@@:5]4([CH2:6][CH2:7]2)[CH2:4]1. The yield is 0.860.